Predict the reaction yield, written as a fraction of the theoretical maximum amount of product (1.0 means a 100% yield; for example, 0.34 means a 34% yield). From a dataset of Reaction yield outcomes from USPTO patents with 853,638 reactions. (1) The reactants are CC1(C)C(C)(C)OB([C:9]2[CH:10]=[C:11]3[C:16](=[CH:17][CH:18]=2)[O:15][C@@H:14]([CH2:19][N:20]([CH2:39][C:40]2[CH:45]=[CH:44][CH:43]=[CH:42][CH:41]=2)[CH2:21][C@H:22]([O:31][Si:32]([C:35]([CH3:38])([CH3:37])[CH3:36])([CH3:34])[CH3:33])[CH2:23][O:24][C:25]2[CH:30]=[CH:29][CH:28]=[CH:27][CH:26]=2)[CH2:13][CH2:12]3)O1.C([O-])([O-])=O.[Na+].[Na+].Br[C:54]1[CH:69]=[CH:68][C:57]([C:58]([O:60][CH2:61][C:62]2[CH:67]=[CH:66][CH:65]=[CH:64][CH:63]=2)=[O:59])=[C:56]([NH:70][CH2:71][CH2:72][CH2:73][CH3:74])[CH:55]=1. The catalyst is C1(C)C=CC=CC=1.O1CCCC1.C1C=CC(P(C2C=CC=CC=2)[C-]2C=CC=C2)=CC=1.C1C=CC(P(C2C=CC=CC=2)[C-]2C=CC=C2)=CC=1.Cl[Pd]Cl.[Fe+2]. The product is [CH2:71]([NH:70][C:56]1[CH:55]=[C:54]([C:9]2[CH:10]=[C:11]3[C:16](=[CH:17][CH:18]=2)[O:15][C@@H:14]([CH2:19][N:20]([CH2:21][C@H:22]([O:31][Si:32]([C:35]([CH3:37])([CH3:38])[CH3:36])([CH3:34])[CH3:33])[CH2:23][O:24][C:25]2[CH:30]=[CH:29][CH:28]=[CH:27][CH:26]=2)[CH2:39][C:40]2[CH:41]=[CH:42][CH:43]=[CH:44][CH:45]=2)[CH2:13][CH2:12]3)[CH:69]=[CH:68][C:57]=1[C:58]([O:60][CH2:61][C:62]1[CH:63]=[CH:64][CH:65]=[CH:66][CH:67]=1)=[O:59])[CH2:72][CH2:73][CH3:74]. The yield is 0.420. (2) The reactants are [CH3:1][O:2][C:3]([C:5]1[S:6][C:7]([CH:12](OCC)[O:13]CC)=[CH:8][C:9]=1[CH2:10][CH3:11])=[O:4].C(O)=O. The catalyst is O1CCOCC1. The product is [CH3:1][O:2][C:3]([C:5]1[S:6][C:7]([CH:12]=[O:13])=[CH:8][C:9]=1[CH2:10][CH3:11])=[O:4]. The yield is 0.950.